This data is from Forward reaction prediction with 1.9M reactions from USPTO patents (1976-2016). The task is: Predict the product of the given reaction. (1) Given the reactants [C:1]([O:5][C:6](=[O:37])[NH:7][C:8]1[CH:9]=[C:10]2[C:16](I)=[N:15][N:14]([C:18]([C:31]3[CH:36]=[CH:35][CH:34]=[CH:33][CH:32]=3)([C:25]3[CH:30]=[CH:29][CH:28]=[CH:27][CH:26]=3)[C:19]3[CH:24]=[CH:23][CH:22]=[CH:21][CH:20]=3)[C:11]2=[CH:12][N:13]=1)([CH3:4])([CH3:3])[CH3:2].[F:38][C:39]1[CH:46]=[CH:45][C:42]([CH:43]=[CH2:44])=[CH:41][CH:40]=1.C(P(C(C)(C)C)C1C=CC=CC=1C1C=CC=CC=1)(C)(C)C.C(N(CC)CC)C, predict the reaction product. The product is: [C:1]([O:5][C:6](=[O:37])[NH:7][C:8]1[CH:9]=[C:10]2[C:16](/[CH:44]=[CH:43]/[C:42]3[CH:45]=[CH:46][C:39]([F:38])=[CH:40][CH:41]=3)=[N:15][N:14]([C:18]([C:31]3[CH:36]=[CH:35][CH:34]=[CH:33][CH:32]=3)([C:25]3[CH:30]=[CH:29][CH:28]=[CH:27][CH:26]=3)[C:19]3[CH:24]=[CH:23][CH:22]=[CH:21][CH:20]=3)[C:11]2=[CH:12][N:13]=1)([CH3:4])([CH3:3])[CH3:2]. (2) Given the reactants Cl[C:2]1[C:11]([C:12]2[C:17]([F:18])=[CH:16][CH:15]=[CH:14][C:13]=2[Cl:19])=[C:10]([Cl:20])[C:9]2[C:4](=[CH:5][CH:6]=[N:7][CH:8]=2)[N:3]=1.[CH:21]([NH2:25])([CH2:23][CH3:24])[CH3:22], predict the reaction product. The product is: [CH:21]([NH:25][C:2]1[C:11]([C:12]2[C:17]([F:18])=[CH:16][CH:15]=[CH:14][C:13]=2[Cl:19])=[C:10]([Cl:20])[C:9]2[C:4](=[CH:5][CH:6]=[N:7][CH:8]=2)[N:3]=1)([CH2:23][CH3:24])[CH3:22]. (3) Given the reactants [F:1][C:2]1[CH:13]=[CH:12][C:5]([O:6][CH2:7][C@@H:8]([OH:11])[C:9]#[CH:10])=[CH:4][CH:3]=1.[N+:14]([C:17]1[CH:18]=[C:19]([CH:23]=[C:24]([N+:26]([O-:28])=[O:27])[CH:25]=1)[C:20](Cl)=[O:21])([O-:16])=[O:15].C(N(CC)CC)C.CN(C1C=CC=CN=1)C, predict the reaction product. The product is: [F:1][C:2]1[CH:13]=[CH:12][C:5]([O:6][CH2:7][C@@H:8]([O:11][C:20](=[O:21])[C:19]2[CH:18]=[C:17]([N+:14]([O-:16])=[O:15])[CH:25]=[C:24]([N+:26]([O-:28])=[O:27])[CH:23]=2)[C:9]#[CH:10])=[CH:4][CH:3]=1. (4) Given the reactants C(O)(C(F)(F)F)=O.[BH4-].[Na+].[Cl:10][C:11]1[C:12]([OH:45])=[C:13]([S:18]([N:21]([CH2:37][C:38]2[CH:43]=[CH:42][C:41]([F:44])=[CH:40][CH:39]=2)[CH2:22][C:23]2[CH:28]=[CH:27][C:26]([CH:29](O)[C:30]3[CH:35]=[CH:34][CH:33]=[CH:32][CH:31]=3)=[CH:25][CH:24]=2)(=[O:20])=[O:19])[CH:14]=[C:15]([Cl:17])[CH:16]=1, predict the reaction product. The product is: [CH2:29]([C:26]1[CH:25]=[CH:24][C:23]([CH2:22][N:21]([CH2:37][C:38]2[CH:39]=[CH:40][C:41]([F:44])=[CH:42][CH:43]=2)[S:18]([C:13]2[CH:14]=[C:15]([Cl:17])[CH:16]=[C:11]([Cl:10])[C:12]=2[OH:45])(=[O:19])=[O:20])=[CH:28][CH:27]=1)[C:30]1[CH:31]=[CH:32][CH:33]=[CH:34][CH:35]=1. (5) The product is: [NH2:36][C:22]1[N:23]=[C:24]([C:26]2[CH:35]=[C:34]3[C:29]([CH2:30][CH2:31][N:32]([C:1]([NH:57][CH:54]4[CH2:55][CH2:56][N:51]([C:46]5[C:45]([CH3:44])=[CH:50][CH:49]=[CH:48][N:47]=5)[CH2:52][CH2:53]4)=[O:2])[CH2:33]3)=[CH:28][CH:27]=2)[CH:25]=[C:20]([N:17]2[CH2:16][CH2:15][N:14]([CH3:13])[CH2:19][CH2:18]2)[N:21]=1. Given the reactants [C:1](Cl)(Cl)=[O:2].C1(C)C=CC=CC=1.Cl.[CH3:13][N:14]1[CH2:19][CH2:18][N:17]([C:20]2[CH:25]=[C:24]([C:26]3[CH:35]=[C:34]4[C:29]([CH2:30][CH2:31][NH:32][CH2:33]4)=[CH:28][CH:27]=3)[N:23]=[C:22]([NH2:36])[N:21]=2)[CH2:16][CH2:15]1.C(N(CC)CC)C.[CH3:44][C:45]1[C:46]([N:51]2[CH2:56][CH2:55][CH:54]([NH2:57])[CH2:53][CH2:52]2)=[N:47][CH:48]=[CH:49][CH:50]=1, predict the reaction product.